The task is: Predict the reactants needed to synthesize the given product.. This data is from Full USPTO retrosynthesis dataset with 1.9M reactions from patents (1976-2016). (1) The reactants are: [CH2:1]([N:8]([CH3:24])[C:9]1[C:14]2[CH2:15][O:16][C:17]([CH3:20])([CH3:19])[CH2:18][C:13]=2[C:12]([C:21]#[N:22])=[C:11](S)[N:10]=1)[C:2]1[CH:7]=[CH:6][CH:5]=[CH:4][CH:3]=1.BrCC[OH:28]. Given the product [CH2:1]([N:8]([CH3:24])[C:9]1[C:14]2[CH2:15][O:16][C:17]([CH3:20])([CH3:19])[CH2:18][C:13]=2[C:12]([C:21]#[N:22])=[C:11]([OH:28])[N:10]=1)[C:2]1[CH:7]=[CH:6][CH:5]=[CH:4][CH:3]=1, predict the reactants needed to synthesize it. (2) Given the product [Br:20][C:19]1[C:13]2[N:12]=[C:11]([N:9]3[CH:10]=[C:6]([C:4]([OH:5])=[O:3])[CH:7]=[N:8]3)[NH:15][C:14]=2[CH:16]=[C:17]([F:21])[CH:18]=1, predict the reactants needed to synthesize it. The reactants are: C([O:3][C:4]([C:6]1[CH:7]=[N:8][N:9]([C:11]2[NH:15][C:14]3[CH:16]=[C:17]([F:21])[CH:18]=[C:19]([Br:20])[C:13]=3[N:12]=2)[CH:10]=1)=[O:5])C.[Li+].[OH-].C1COCC1. (3) The reactants are: [CH2:1]([O:3][C:4]([C:6]1[CH:11]=[CH:10][C:9]([NH:12][C:13](=[O:25])[CH2:14][CH:15]([C:19]2[CH:24]=[CH:23][CH:22]=[CH:21][CH:20]=2)[C:16](O)=[O:17])=[CH:8][CH:7]=1)=[O:5])[CH3:2].Cl.CN(C)CCCN=C=NCC.ON1C2C=CC=CC=2N=N1.[NH2:48][C:49]1[CH:54]=[CH:53][C:52]([NH:55][C:56]([NH:58][C:59]2[CH:64]=[CH:63][CH:62]=[CH:61][C:60]=2[CH3:65])=[O:57])=[CH:51][CH:50]=1. Given the product [CH3:65][C:60]1[CH:61]=[CH:62][CH:63]=[CH:64][C:59]=1[NH:58][C:56]([NH:55][C:52]1[CH:51]=[CH:50][C:49]([NH:48][C:16](=[O:17])[CH:15]([C:19]2[CH:20]=[CH:21][CH:22]=[CH:23][CH:24]=2)[CH2:14][C:13]([NH:12][C:9]2[CH:8]=[CH:7][C:6]([C:4]([O:3][CH2:1][CH3:2])=[O:5])=[CH:11][CH:10]=2)=[O:25])=[CH:54][CH:53]=1)=[O:57], predict the reactants needed to synthesize it. (4) The reactants are: [CH2:1]([O:3][C:4](=[O:14])[CH2:5]P(OCC)(OCC)=O)[CH3:2].[H-].[Na+].[F:17][C:18]1[CH:19]=[CH:20][C:21]([N:24]2[CH:28]=[CH:27][C:26]([CH:29]=O)=[N:25]2)=[N:22][CH:23]=1.[NH4+].[Cl-]. Given the product [CH2:1]([O:3][C:4](=[O:14])/[CH:5]=[CH:29]/[C:26]1[CH:27]=[CH:28][N:24]([C:21]2[CH:20]=[CH:19][C:18]([F:17])=[CH:23][N:22]=2)[N:25]=1)[CH3:2], predict the reactants needed to synthesize it. (5) Given the product [N+:1]([C:4]1[CH:9]=[CH:8][C:7]([C:10]2[NH:20][N:16]=[CH:15][CH:11]=2)=[CH:6][CH:5]=1)([O-:3])=[O:2], predict the reactants needed to synthesize it. The reactants are: [N+:1]([C:4]1[CH:9]=[CH:8][C:7]([C:10](=O)[CH3:11])=[CH:6][CH:5]=1)([O-:3])=[O:2].CO[CH:15](OC)[NH2:16].O.[NH2:20]N. (6) Given the product [Br:1][C:2]1[N:7]=[CH:6][C:5]([CH:8]=[O:9])=[C:4]([Cl:12])[CH:3]=1, predict the reactants needed to synthesize it. The reactants are: [Br:1][C:2]1[N:7]=[CH:6][C:5]([C:8](OC)=[O:9])=[C:4]([Cl:12])[CH:3]=1.[H-].C([Al+]CC(C)C)C(C)C. (7) Given the product [CH:25]([N:21]1[C:20]([C:14]2[N:13]=[C:12]3[C:11]4[CH:28]=[CH:29][C:8]([OH:33])=[CH:9][C:10]=4[O:19][CH2:18][CH2:17][N:16]3[CH:15]=2)=[N:24][CH:23]=[N:22]1)([CH3:27])[CH3:26], predict the reactants needed to synthesize it. The reactants are: CC1(C)COB([C:8]2[CH:29]=[CH:28][C:11]3[C:12]4[N:16]([CH2:17][CH2:18][O:19][C:10]=3[CH:9]=2)[CH:15]=[C:14]([C:20]2[N:21]([CH:25]([CH3:27])[CH3:26])[N:22]=[CH:23][N:24]=2)[N:13]=4)OC1.Cl.N[OH:33].[OH-].[Na+]. (8) Given the product [Cl:21][C:16]1[CH:17]=[CH:18][CH:19]=[CH:20][C:15]=1[C:14]1[CH:13]=[CH:12][N:11]=[CH:10][C:9]=1[N:7]([CH3:8])[C:5](=[O:6])[C:4]1[CH:22]=[C:23]([C:25]([F:28])([F:27])[F:26])[CH:24]=[C:2]([OH:30])[CH:3]=1, predict the reactants needed to synthesize it. The reactants are: Br[C:2]1[CH:3]=[C:4]([CH:22]=[C:23]([C:25]([F:28])([F:27])[F:26])[CH:24]=1)[C:5]([N:7]([C:9]1[CH:10]=[N:11][CH:12]=[CH:13][C:14]=1[C:15]1[CH:20]=[CH:19][CH:18]=[CH:17][C:16]=1[Cl:21])[CH3:8])=[O:6].B(OC(C)C)(OC(C)C)[O:30]C(C)C.[Li]CCCC.CC(O)=O.OO.C([O-])(O)=O.[Na+].